From a dataset of Full USPTO retrosynthesis dataset with 1.9M reactions from patents (1976-2016). Predict the reactants needed to synthesize the given product. (1) Given the product [F:23][C:5]1[CH:4]=[CH:3][C:2]([C:24]2[CH:29]=[CH:28][CH:27]=[CH:26][CH:25]=2)=[CH:7][C:6]=1[C:8]([NH:11][C:12]([N:14]1[CH:20]2[CH2:21][CH2:22][N:17]([CH2:18][CH2:19]2)[CH2:16][CH2:15]1)=[O:13])([CH3:10])[CH3:9], predict the reactants needed to synthesize it. The reactants are: Br[C:2]1[CH:3]=[CH:4][C:5]([F:23])=[C:6]([C:8]([NH:11][C:12]([N:14]2[CH:20]3[CH2:21][CH2:22][N:17]([CH2:18][CH2:19]3)[CH2:16][CH2:15]2)=[O:13])([CH3:10])[CH3:9])[CH:7]=1.[C:24]1(B(O)O)[CH:29]=[CH:28][CH:27]=[CH:26][CH:25]=1. (2) Given the product [Br:18][C:19]1[CH:26]=[CH:25][CH:24]=[CH:23][C:20]=1[N:21]([CH3:22])[C:15]([C:13]1[S:14][C:5]2[C:4]3[CH:3]=[C:2]([F:1])[CH:11]=[CH:10][C:9]=3[O:8][CH2:7][C:6]=2[CH:12]=1)=[O:16], predict the reactants needed to synthesize it. The reactants are: [F:1][C:2]1[CH:11]=[CH:10][C:9]2[O:8][CH2:7][C:6]3[CH:12]=[C:13]([C:15](Cl)=[O:16])[S:14][C:5]=3[C:4]=2[CH:3]=1.[Br:18][C:19]1[CH:26]=[CH:25][CH:24]=[CH:23][C:20]=1[NH:21][CH3:22].N1C=CC=CC=1. (3) Given the product [CH3:3][O:4][C:5]1[CH:6]=[CH:7][C:8]([C:11]2[CH:16]=[CH:15][C:14]([C:17]([NH:19][C:20]3([C:28]([OH:30])=[O:29])[CH2:21][CH2:22][CH2:23][CH2:24][CH2:25][CH2:26][CH2:27]3)=[O:18])=[C:13]([NH:32][C:33]([NH:35][C:36]3[C:41]([CH3:42])=[CH:40][C:39]([CH3:43])=[CH:38][C:37]=3[CH3:44])=[O:34])[CH:12]=2)=[CH:9][CH:10]=1, predict the reactants needed to synthesize it. The reactants are: [OH-].[Li+].[CH3:3][O:4][C:5]1[CH:10]=[CH:9][C:8]([C:11]2[CH:16]=[CH:15][C:14]([C:17]([NH:19][C:20]3([C:28]([O:30]C)=[O:29])[CH2:27][CH2:26][CH2:25][CH2:24][CH2:23][CH2:22][CH2:21]3)=[O:18])=[C:13]([NH:32][C:33]([NH:35][C:36]3[C:41]([CH3:42])=[CH:40][C:39]([CH3:43])=[CH:38][C:37]=3[CH3:44])=[O:34])[CH:12]=2)=[CH:7][CH:6]=1.CO.O.